Dataset: HIV replication inhibition screening data with 41,000+ compounds from the AIDS Antiviral Screen. Task: Binary Classification. Given a drug SMILES string, predict its activity (active/inactive) in a high-throughput screening assay against a specified biological target. (1) The compound is O=C(CCCN1CCC(C(O)c2ccc(F)cc2)CC1)c1ccc(F)cc1. The result is 0 (inactive). (2) The result is 0 (inactive). The drug is COC(=O)C1CCc2c(OC)ccc(OC)c2C1=O. (3) The molecule is O=C(Nc1nc2ccc([N+](=O)[O-])cc2s1)C(=O)C(C(=O)c1ccncc1)C1OC(=O)c2ccccc21. The result is 0 (inactive). (4) The result is 0 (inactive). The compound is CN(C)C(=S)N=c1ssc(=S)n1-c1ccccc1. (5) The drug is CN(C(=O)C12C3C4C1C1C2C3C41I)C(C)(C)C. The result is 0 (inactive). (6) The molecule is Oc1cc(Cc2ccccc2)c(Cc2ccccc2)cc1O. The result is 0 (inactive). (7) The compound is CCOC(=O)c1cc2c3c(c(O)c(OC)c2s1)N(C(=O)c1cc2c4c(c(O)c(OC)c2s1)N(C(C)=O)CC4)CC3. The result is 0 (inactive). (8) The drug is COC(=O)c1oc([N+](=O)[O-])c(Cl)c1Cl. The result is 0 (inactive). (9) The compound is Nc1cnc(Nc2cccc3ccccc23)o1. The result is 0 (inactive).